From a dataset of NCI-60 drug combinations with 297,098 pairs across 59 cell lines. Regression. Given two drug SMILES strings and cell line genomic features, predict the synergy score measuring deviation from expected non-interaction effect. (1) Drug 1: CCCS(=O)(=O)NC1=C(C(=C(C=C1)F)C(=O)C2=CNC3=C2C=C(C=N3)C4=CC=C(C=C4)Cl)F. Drug 2: COC1=NC(=NC2=C1N=CN2C3C(C(C(O3)CO)O)O)N. Cell line: SF-268. Synergy scores: CSS=-2.02, Synergy_ZIP=3.39, Synergy_Bliss=1.88, Synergy_Loewe=-50.1, Synergy_HSA=-2.81. (2) Drug 1: CC1CCC2CC(C(=CC=CC=CC(CC(C(=O)C(C(C(=CC(C(=O)CC(OC(=O)C3CCCCN3C(=O)C(=O)C1(O2)O)C(C)CC4CCC(C(C4)OC)O)C)C)O)OC)C)C)C)OC. Drug 2: CC1CCC2CC(C(=CC=CC=CC(CC(C(=O)C(C(C(=CC(C(=O)CC(OC(=O)C3CCCCN3C(=O)C(=O)C1(O2)O)C(C)CC4CCC(C(C4)OC)OCCO)C)C)O)OC)C)C)C)OC. Cell line: TK-10. Synergy scores: CSS=12.0, Synergy_ZIP=-4.75, Synergy_Bliss=-1.82, Synergy_Loewe=-2.08, Synergy_HSA=-1.15. (3) Drug 1: CN1CCC(CC1)COC2=C(C=C3C(=C2)N=CN=C3NC4=C(C=C(C=C4)Br)F)OC. Drug 2: CCN(CC)CCNC(=O)C1=C(NC(=C1C)C=C2C3=C(C=CC(=C3)F)NC2=O)C. Cell line: SF-268. Synergy scores: CSS=-9.74, Synergy_ZIP=4.30, Synergy_Bliss=2.95, Synergy_Loewe=-3.06, Synergy_HSA=-3.22. (4) Drug 1: CC1OCC2C(O1)C(C(C(O2)OC3C4COC(=O)C4C(C5=CC6=C(C=C35)OCO6)C7=CC(=C(C(=C7)OC)O)OC)O)O. Drug 2: CCN(CC)CCNC(=O)C1=C(NC(=C1C)C=C2C3=C(C=CC(=C3)F)NC2=O)C. Cell line: SK-OV-3. Synergy scores: CSS=61.0, Synergy_ZIP=3.63, Synergy_Bliss=4.55, Synergy_Loewe=-2.49, Synergy_HSA=7.95. (5) Drug 1: C1=CC(=C2C(=C1NCCNCCO)C(=O)C3=C(C=CC(=C3C2=O)O)O)NCCNCCO. Drug 2: CCC1(C2=C(COC1=O)C(=O)N3CC4=CC5=C(C=CC(=C5CN(C)C)O)N=C4C3=C2)O.Cl. Cell line: OVCAR-4. Synergy scores: CSS=15.3, Synergy_ZIP=-6.60, Synergy_Bliss=-2.79, Synergy_Loewe=-3.46, Synergy_HSA=-2.50. (6) Cell line: A498. Synergy scores: CSS=16.1, Synergy_ZIP=4.36, Synergy_Bliss=8.41, Synergy_Loewe=2.30, Synergy_HSA=6.71. Drug 1: CS(=O)(=O)C1=CC(=C(C=C1)C(=O)NC2=CC(=C(C=C2)Cl)C3=CC=CC=N3)Cl. Drug 2: CCC1(CC2CC(C3=C(CCN(C2)C1)C4=CC=CC=C4N3)(C5=C(C=C6C(=C5)C78CCN9C7C(C=CC9)(C(C(C8N6C=O)(C(=O)OC)O)OC(=O)C)CC)OC)C(=O)OC)O.OS(=O)(=O)O.